Dataset: Reaction yield outcomes from USPTO patents with 853,638 reactions. Task: Predict the reaction yield, written as a fraction of the theoretical maximum amount of product (1.0 means a 100% yield; for example, 0.34 means a 34% yield). (1) The reactants are [Cl-].O[NH3+:3].[C:4](=[O:7])([O-])[OH:5].[Na+].CS(C)=O.[CH2:13]([C:17]1[N:18]=[C:19]([CH3:50])[N:20]([CH2:39][C:40]2[N:44]([CH3:45])[C:43]3[CH:46]=[CH:47][CH:48]=[CH:49][C:42]=3[N:41]=2)[C:21](=[O:38])[C:22]=1[CH2:23][C:24]1[CH:29]=[CH:28][C:27]([C:30]2[C:31]([C:36]#[N:37])=[CH:32][CH:33]=[CH:34][CH:35]=2)=[CH:26][CH:25]=1)[CH2:14][CH2:15][CH3:16]. The catalyst is C(OCC)(=O)C. The product is [CH2:13]([C:17]1[N:18]=[C:19]([CH3:50])[N:20]([CH2:39][C:40]2[N:44]([CH3:45])[C:43]3[CH:46]=[CH:47][CH:48]=[CH:49][C:42]=3[N:41]=2)[C:21](=[O:38])[C:22]=1[CH2:23][C:24]1[CH:29]=[CH:28][C:27]([C:30]2[CH:35]=[CH:34][CH:33]=[CH:32][C:31]=2[C:36]2[NH:3][C:4](=[O:7])[O:5][N:37]=2)=[CH:26][CH:25]=1)[CH2:14][CH2:15][CH3:16]. The yield is 0.650. (2) The reactants are [OH:1][C:2]1[CH:7]=[CH:6][C:5]([C:8]2[C:9](=[O:23])[C:10]([CH3:22])([CH3:21])[O:11][C:12]=2[C:13]2[CH:18]=[CH:17][C:16]([O:19][CH3:20])=[CH:15][CH:14]=2)=[CH:4][CH:3]=1.C(=O)([O-])[O-].[Cs+].[Cs+].CN(C=O)C.Cl[CH2:36][C:37]1[C:42]([CH3:43])=[CH:41][C:40]([CH3:44])=[CH:39][N:38]=1. The catalyst is O. The product is [CH3:43][C:42]1[C:37]([CH2:36][O:1][C:2]2[CH:3]=[CH:4][C:5]([C:8]3[C:9](=[O:23])[C:10]([CH3:21])([CH3:22])[O:11][C:12]=3[C:13]3[CH:18]=[CH:17][C:16]([O:19][CH3:20])=[CH:15][CH:14]=3)=[CH:6][CH:7]=2)=[N:38][CH:39]=[C:40]([CH3:44])[CH:41]=1. The yield is 0.653.